Predict the reaction yield, written as a fraction of the theoretical maximum amount of product (1.0 means a 100% yield; for example, 0.34 means a 34% yield). From a dataset of Reaction yield outcomes from USPTO patents with 853,638 reactions. (1) The reactants are [Cl:1][C:2]1[CH:3]=[CH:4][C:5]2[O:14][CH2:13][CH2:12][C:11]3[CH:10]=[C:9]([C:15](O)=[O:16])[S:8][C:7]=3[C:6]=2[N:18]=1.C([N:22](CC)C(C)C)(C)C.[Cl-].[NH4+].CN(C(ON1N=NC2C=CC=NC1=2)=[N+](C)C)C.F[P-](F)(F)(F)(F)F.C(=O)(O)[O-].[Na+]. The catalyst is CN(C)C=O. The product is [Cl:1][C:2]1[CH:3]=[CH:4][C:5]2[O:14][CH2:13][CH2:12][C:11]3[CH:10]=[C:9]([C:15]([NH2:22])=[O:16])[S:8][C:7]=3[C:6]=2[N:18]=1. The yield is 0.940. (2) The reactants are C=O.[CH3:3][NH:4][CH3:5].[F:6][C:7]1[CH:8]=[CH:9][CH:10]=[C:11]2[C:15]=1[NH:14][CH:13]=[CH:12]2.[C:16]([O-])([O-])=O.[K+].[K+].[OH-].[Na+]. The catalyst is C(O)(=O)C. The product is [F:6][C:7]1[CH:8]=[CH:9][CH:10]=[C:11]2[C:5]=1[NH:4][CH:3]=[C:12]2[CH2:13][N:14]([CH3:15])[CH3:16]. The yield is 0.740. (3) The reactants are [CH3:1][N:2]1[C:6]([C:7](Cl)=[O:8])=[CH:5][N:4]=[CH:3]1.[Cl:10][C:11]1[CH:12]=[CH:13][C:14]([C:17]([NH:19]O)=[NH:18])=[N:15][CH:16]=1.O. The catalyst is N1C=CC=CC=1. The product is [Cl:10][C:11]1[CH:12]=[CH:13][C:14]([C:17]2[N:19]=[C:7]([C:6]3[N:2]([CH3:1])[CH:3]=[N:4][CH:5]=3)[O:8][N:18]=2)=[N:15][CH:16]=1. The yield is 0.0500. (4) The reactants are [F:1][C:2]1[CH:7]=[CH:6][CH:5]=[CH:4][C:3]=1[C:8]1[N:13]=[CH:12][N:11]=[C:10]([C:14](=[O:16])[CH3:15])[CH:9]=1.Cl[C:18]1[CH:23]=C(C(OCC)=C)N=CN=1.FC1C=CC=CC=1B(O)O.C(=O)([O-])[O-].[Na+].[Na+]. The catalyst is COCCOC.C(O)C. The product is [CH2:18]([O:16][C:14]([C:10]1[CH:9]=[C:8]([C:3]2[CH:4]=[CH:5][CH:6]=[CH:7][C:2]=2[F:1])[N:13]=[CH:12][N:11]=1)=[CH2:15])[CH3:23]. The yield is 0.430. (5) The reactants are [CH2:1]([NH2:9])[CH2:2][C:3]1[CH:8]=[CH:7][CH:6]=[CH:5][CH:4]=1.[CH2:10]([O:17][C:18]1[CH:23]=[CH:22][C:21]([NH:24][C:25](=[O:31])[C:26](OCC)=[O:27])=[CH:20][C:19]=1[F:32])[C:11]1[CH:16]=[CH:15][CH:14]=[CH:13][CH:12]=1. No catalyst specified. The product is [CH2:10]([O:17][C:18]1[CH:23]=[CH:22][C:21]([NH:24][C:25](=[O:31])[C:26]([NH:9][CH2:1][CH2:2][C:3]2[CH:8]=[CH:7][CH:6]=[CH:5][CH:4]=2)=[O:27])=[CH:20][C:19]=1[F:32])[C:11]1[CH:12]=[CH:13][CH:14]=[CH:15][CH:16]=1. The yield is 0.990. (6) The reactants are [CH3:1][O:2][C:3](=[O:17])[CH2:4][CH2:5][NH:6][C:7](=[O:16])[C:8]1[CH:13]=[CH:12][C:11]([CH:14]=O)=[CH:10][CH:9]=1.C(OCC)(OCC)OCC.C([BH3-])#N.[Na+].[C:32]([C:36]1[CH:42]=[CH:41][C:39]([NH2:40])=[CH:38][CH:37]=1)([CH3:35])([CH3:34])[CH3:33].[Cl-].[Na+]. The catalyst is CN(C=O)C.C(O)(=O)C. The product is [CH3:1][O:2][C:3](=[O:17])[CH2:4][CH2:5][NH:6][C:7](=[O:16])[C:8]1[CH:13]=[CH:12][C:11]([CH2:14][NH:40][C:39]2[CH:41]=[CH:42][C:36]([C:32]([CH3:35])([CH3:34])[CH3:33])=[CH:37][CH:38]=2)=[CH:10][CH:9]=1. The yield is 0.300. (7) The reactants are [N:1]1[CH:6]=[C:5]([CH2:7][C:8]2[C:9](=[O:15])[NH:10][C:11](=[S:14])[NH:12][CH:13]=2)[CH:4]=[N:3][CH:2]=1.[CH3:16]CN(C(C)C)C(C)C.Cl[CH2:26][C:27]1[CH:28]=[CH:29][C:30]([O:35][C:36]2[CH:41]=[CH:40][C:39]([Cl:42])=[C:38]([C:43]([F:46])([F:45])[F:44])[CH:37]=2)=[C:31]([CH:34]=1)[C:32]#[N:33].CI. The catalyst is C(Cl)Cl.[Zn+2].[Br-].[Br-].CN1C(=O)CCC1. The product is [Cl:42][C:39]1[CH:40]=[CH:41][C:36]([O:35][C:30]2[CH:29]=[CH:28][C:27]([CH2:26][S:14][C:11]3[N:12]([CH3:16])[CH:13]=[C:8]([CH2:7][C:5]4[CH:6]=[N:1][CH:2]=[N:3][CH:4]=4)[C:9](=[O:15])[N:10]=3)=[CH:34][C:31]=2[C:32]#[N:33])=[CH:37][C:38]=1[C:43]([F:46])([F:45])[F:44]. The yield is 0.115.